Dataset: Peptide-MHC class I binding affinity with 185,985 pairs from IEDB/IMGT. Task: Regression. Given a peptide amino acid sequence and an MHC pseudo amino acid sequence, predict their binding affinity value. This is MHC class I binding data. (1) The peptide sequence is LLPAALACW. The MHC is HLA-B27:05 with pseudo-sequence HLA-B27:05. The binding affinity (normalized) is 0.00523. (2) The peptide sequence is ALAGNHWHV. The MHC is HLA-A02:19 with pseudo-sequence HLA-A02:19. The binding affinity (normalized) is 0.744. (3) The peptide sequence is EFFDGGLTF. The MHC is HLA-B27:05 with pseudo-sequence HLA-B27:05. The binding affinity (normalized) is 0. (4) The peptide sequence is APVLRDIDL. The MHC is HLA-B07:02 with pseudo-sequence HLA-B07:02. The binding affinity (normalized) is 0.795. (5) The peptide sequence is EMKTDAATL. The MHC is HLA-A02:06 with pseudo-sequence HLA-A02:06. The binding affinity (normalized) is 0. (6) The MHC is Patr-B0101 with pseudo-sequence Patr-B0101. The peptide sequence is VSARRGQEIL. The binding affinity (normalized) is 0.0463.